Dataset: Reaction yield outcomes from USPTO patents with 853,638 reactions. Task: Predict the reaction yield, written as a fraction of the theoretical maximum amount of product (1.0 means a 100% yield; for example, 0.34 means a 34% yield). The reactants are [CH3:1][O:2][C:3]1[CH:29]=[CH:28][C:6]([CH2:7][N:8]2[CH2:12][CH:11]([CH2:13][CH2:14][O:15]S(C3C=CC(C)=CC=3)(=O)=O)[N:10]([CH3:26])[C:9]2=[O:27])=[CH:5][CH:4]=1.[CH2:30]([O:32][C:33](=[O:45])[C:34]([O:37][C:38]1[CH:43]=[CH:42][C:41](O)=[CH:40][CH:39]=1)([CH3:36])[CH3:35])[CH3:31].N#N. The catalyst is CN(C=O)C. The product is [CH2:30]([O:32][C:33](=[O:45])[C:34]([O:37][C:38]1[CH:43]=[CH:42][C:41]([O:15][CH2:14][CH2:13][CH:11]2[CH2:12][N:8]([CH2:7][C:6]3[CH:5]=[CH:4][C:3]([O:2][CH3:1])=[CH:29][CH:28]=3)[C:9](=[O:27])[N:10]2[CH3:26])=[CH:40][CH:39]=1)([CH3:36])[CH3:35])[CH3:31]. The yield is 0.930.